Task: Predict the reaction yield, written as a fraction of the theoretical maximum amount of product (1.0 means a 100% yield; for example, 0.34 means a 34% yield).. Dataset: Reaction yield outcomes from USPTO patents with 853,638 reactions The reactants are [Cl:1][C:2]1[CH:3]=[C:4]([CH:6]=[CH:7][C:8]=1[O:9][CH3:10])[NH2:5].C[O:12][C:13]1C=CC=C(N)[CH:14]=1. No catalyst specified. The product is [NH2:5][C:4]1[CH:3]=[C:2]([Cl:1])[C:8]([O:9][CH3:10])=[CH:7][C:6]=1[C:13](=[O:12])[CH3:14]. The yield is 0.500.